Dataset: Reaction yield outcomes from USPTO patents with 853,638 reactions. Task: Predict the reaction yield, written as a fraction of the theoretical maximum amount of product (1.0 means a 100% yield; for example, 0.34 means a 34% yield). (1) The product is [Br:1][C:2]1[CH:3]=[C:4]2[C:11]3([C:15](=[O:16])[NH:14][C:13](=[S:35])[NH:12]3)[CH2:10][CH:9]([C:18]3[CH:23]=[CH:22][CH:21]=[C:20]([O:24][CH3:25])[CH:19]=3)[O:8][C:5]2=[CH:6][CH:7]=1. The catalyst is O1CCOCC1. The yield is 0.450. The reactants are [Br:1][C:2]1[CH:3]=[C:4]2[C:11]3([C:15](=[O:16])[NH:14][C:13](=O)[NH:12]3)[CH2:10][CH:9]([C:18]3[CH:23]=[CH:22][CH:21]=[C:20]([O:24][CH3:25])[CH:19]=3)[O:8][C:5]2=[CH:6][CH:7]=1.COC1C=CC(P2(SP(C3C=CC(OC)=CC=3)(=S)S2)=[S:35])=CC=1. (2) The reactants are [OH:1][CH:2]1[CH2:7][CH2:6][CH:5]([N:8]2[C:13](=[O:14])[C:12]([CH2:15][C:16]3[CH:21]=[CH:20][C:19]([C:22]4[C:23]([C:28]#[N:29])=[CH:24][CH:25]=[CH:26][CH:27]=4)=[CH:18][CH:17]=3)=[C:11]([CH2:30][CH2:31][CH3:32])[N:10]3[N:33]=[C:34]([CH3:36])[N:35]=[C:9]23)[CH2:4][CH2:3]1.[N+](=[CH:39][C:40]([O:42][CH2:43][CH3:44])=[O:41])=[N-]. The catalyst is C([O-])(=O)C.[Rh+].C1(C)C=CC=CC=1. The product is [CH2:43]([O:42][C:40](=[O:41])[CH2:39][O:1][CH:2]1[CH2:7][CH2:6][CH:5]([N:8]2[C:13](=[O:14])[C:12]([CH2:15][C:16]3[CH:21]=[CH:20][C:19]([C:22]4[CH:27]=[CH:26][CH:25]=[CH:24][C:23]=4[C:28]#[N:29])=[CH:18][CH:17]=3)=[C:11]([CH2:30][CH2:31][CH3:32])[N:10]3[N:33]=[C:34]([CH3:36])[N:35]=[C:9]23)[CH2:4][CH2:3]1)[CH3:44]. The yield is 0.760. (3) The reactants are [C:1]1([OH:7])[CH:6]=[CH:5][CH:4]=[CH:3][CH:2]=1.[CH2:8]1[O:10][C@@H:9]1[CH2:11]OS(C1C=C([N+]([O-])=O)C=CC=1)(=O)=O.C(=O)([O-])[O-].[K+].[K+]. The catalyst is CC(C)=O. The product is [O:7]([CH2:11][C@@H:9]1[CH2:8][O:10]1)[C:1]1[CH:6]=[CH:5][CH:4]=[CH:3][CH:2]=1. The yield is 0.990.